Dataset: Forward reaction prediction with 1.9M reactions from USPTO patents (1976-2016). Task: Predict the product of the given reaction. (1) Given the reactants N#N.[CH3:3][N:4]([CH3:21])[CH2:5][C:6]([NH:8][C:9]1[S:10][C:11]2[CH:17]=[C:16]([S:18][C:19]#[N:20])[CH:15]=[CH:14][C:12]=2[N:13]=1)=[O:7].P([O-])(O)(O)=O.[K+].ClC1[N:33]2[N:34]=[C:35]([NH:38][CH:39]3[CH2:44][CH2:43][O:42][CH2:41][CH2:40]3)[CH:36]=[CH:37][C:32]2=[N:31]N=1, predict the reaction product. The product is: [CH3:3][N:4]([CH3:21])[CH2:5][C:6]([NH:8][C:9]1[S:10][C:11]2[CH:17]=[C:16]([S:18][C:19]3[N:33]4[N:34]=[C:35]([NH:38][CH:39]5[CH2:44][CH2:43][O:42][CH2:41][CH2:40]5)[CH:36]=[CH:37][C:32]4=[N:31][N:20]=3)[CH:15]=[CH:14][C:12]=2[N:13]=1)=[O:7]. (2) Given the reactants Cl[CH2:2][CH2:3][O:4][CH2:5][CH2:6][O:7][CH2:8][CH2:9][OH:10].[I-:11].[Na+].C(=O)([O-])O.[Na+], predict the reaction product. The product is: [I:11][CH2:2][CH2:3][O:4][CH2:5][CH2:6][O:7][CH2:8][CH2:9][OH:10]. (3) The product is: [CH3:41][C@H:39]1[O:40][C@@H:35]([CH3:34])[CH2:36][N:37]([C:2]2[CH:3]=[C:4]([CH:25]=[CH:26][N:27]=2)[C:5]([NH:7][C:8]2[S:9][C:10]3[C:16]([N:17]4[CH2:18][CH2:19][O:20][CH2:21][CH2:22]4)=[CH:15][CH:14]=[C:13]([O:23][CH3:24])[C:11]=3[N:12]=2)=[O:6])[CH2:38]1. Given the reactants Br[C:2]1[CH:3]=[C:4]([CH:25]=[CH:26][N:27]=1)[C:5]([NH:7][C:8]1[S:9][C:10]2[C:16]([N:17]3[CH2:22][CH2:21][O:20][CH2:19][CH2:18]3)=[CH:15][CH:14]=[C:13]([O:23][CH3:24])[C:11]=2[N:12]=1)=[O:6].C(=O)([O-])[O-].[Cs+].[Cs+].[CH3:34][C@H:35]1[O:40][C@@H:39]([CH3:41])[CH2:38][NH:37][CH2:36]1, predict the reaction product. (4) Given the reactants CC(O)CNCC(O)C.C(OC(OCC)[N:14]1[CH:18]=[CH:17][N:16]=[CH:15]1)C.[N:22]1[C:31]2[C:26](=[CH:27][CH:28]=[CH:29][CH:30]=2)[CH:25]=[CH:24][C:23]=1[CH2:32][O:33][C:34]1[CH:39]=[CH:38][C:37]([CH2:40][CH2:41][N:42]2[CH2:47][CH2:46][C:45](=[C:48]3[C:54]4[CH:55]=[CH:56][CH:57]=[CH:58][C:53]=4[CH2:52][CH2:51][N:50]4[C:59]([CH:62]=[O:63])=[CH:60][N:61]=[C:49]34)[CH2:44][CH2:43]2)=[CH:36][CH:35]=1.C([O-])([O-])=O.[K+].[K+], predict the reaction product. The product is: [NH:14]1[CH:18]=[CH:17][N:16]=[C:15]1[CH:62]([C:59]1[N:50]2[C:49]([C:48](=[C:45]3[CH2:44][CH2:43][N:42]([CH2:41][CH2:40][C:37]4[CH:38]=[CH:39][C:34]([O:33][CH2:32][C:23]5[CH:24]=[CH:25][C:26]6[C:31](=[CH:30][CH:29]=[CH:28][CH:27]=6)[N:22]=5)=[CH:35][CH:36]=4)[CH2:47][CH2:46]3)[C:54]3[CH:55]=[CH:56][CH:57]=[CH:58][C:53]=3[CH2:52][CH2:51]2)=[N:61][CH:60]=1)[OH:63]. (5) The product is: [CH3:1][C@H:2]1[CH2:30][O:29][C@@:5]2([O:9][C@H:8]3[CH2:10][C@H:11]4[C@@H:16]5[CH2:17][CH2:18][C@H:19]6[CH2:24][C@@H:23]([OH:25])[CH2:22][CH2:21][C@:20]6([CH3:26])[C@H:15]5[CH2:14][CH2:13][C@:12]4([CH3:27])[C@H:7]3[C@@H:6]2[CH3:28])[CH2:4][CH2:3]1. Given the reactants [CH3:1][C@H:2]1[CH2:30][O:29][C@@:5]2([O:9][C@H:8]3[CH2:10][C@H:11]4[C@@H:16]5[CH2:17][CH:18]=[C:19]6[CH2:24][C@@H:23]([OH:25])[CH2:22][CH2:21][C@:20]6([CH3:26])[C@H:15]5[CH2:14][CH2:13][C@:12]4([CH3:27])[C@H:7]3[C@@H:6]2[CH3:28])[CH2:4][CH2:3]1, predict the reaction product. (6) Given the reactants Cl.[CH3:2][O:3][CH:4]([O:21][CH3:22])[C:5]1[N:14]=[C:13]2[C:8]([CH2:9][CH2:10][CH2:11][NH:12]2)=[CH:7][C:6]=1[CH:15]1[CH2:20][CH2:19][NH:18][CH2:17][CH2:16]1.[F:23][CH:24]([F:27])[CH2:25]I.C([O-])([O-])=O.[K+].[K+], predict the reaction product. The product is: [F:23][CH:24]([F:27])[CH2:25][N:18]1[CH2:17][CH2:16][CH:15]([C:6]2[CH:7]=[C:8]3[C:13](=[N:14][C:5]=2[CH:4]([O:3][CH3:2])[O:21][CH3:22])[NH:12][CH2:11][CH2:10][CH2:9]3)[CH2:20][CH2:19]1.